Dataset: Full USPTO retrosynthesis dataset with 1.9M reactions from patents (1976-2016). Task: Predict the reactants needed to synthesize the given product. (1) Given the product [Cl:1][C:2]1[CH:7]=[CH:6][C:5]([C@H:8]2[C@@:10]3([C:18]4[C:13](=[CH:14][CH:15]=[CH:16][CH:17]=4)[N:12]([C:19]4[N:20]=[CH:21][NH:22][CH:23]=4)[C:11]3=[O:43])[CH2:9]2)=[CH:4][CH:3]=1, predict the reactants needed to synthesize it. The reactants are: [Cl:1][C:2]1[CH:7]=[CH:6][C:5]([C@H:8]2[C@@:10]3([C:18]4[C:13](=[CH:14][CH:15]=[CH:16][CH:17]=4)[N:12]([C:19]4[N:20]=[CH:21][N:22](C(C5C=CC=CC=5)(C5C=CC=CC=5)C5C=CC=CC=5)[CH:23]=4)[C:11]3=[O:43])[CH2:9]2)=[CH:4][CH:3]=1.C(O)(C(F)(F)F)=O.C([O-])(O)=O.[Na+]. (2) Given the product [Cl:10][CH2:11][C:12]([O:1][C:2]1[CH:9]=[CH:8][C:5]([CH:6]=[CH2:7])=[CH:4][CH:3]=1)=[O:13], predict the reactants needed to synthesize it. The reactants are: [OH:1][C:2]1[CH:9]=[CH:8][C:5]([CH:6]=[CH2:7])=[CH:4][CH:3]=1.[Cl:10][CH2:11][C:12](Cl)=[O:13].CCN(CC)CC. (3) Given the product [CH2:16]([C:2]1[S:10][C:5]2[C:6](=[O:9])[O:7][CH2:8][C:4]=2[CH:3]=1)[CH:12]=[CH2:11], predict the reactants needed to synthesize it. The reactants are: Br[C:2]1[S:10][C:5]2[C:6](=[O:9])[O:7][CH2:8][C:4]=2[CH:3]=1.[CH3:11][C:12]1(C)[C:16](C)(C)OB(CC=C)O1.C(=O)([O-])[O-].[K+].[K+]. (4) Given the product [F:29][C:2]([F:1])([F:28])[C:3]1[CH:4]=[C:5]([NH:13][C:14]2[C:19]([C:20]([O:22][CH2:23][CH3:24])=[O:21])=[C:18](/[CH:25]=[CH:32]/[N:33]([CH3:35])[CH3:34])[N:17]=[C:16]([S:26][CH3:27])[N:15]=2)[CH:6]=[C:7]([C:9]([F:10])([F:12])[F:11])[CH:8]=1, predict the reactants needed to synthesize it. The reactants are: [F:1][C:2]([F:29])([F:28])[C:3]1[CH:4]=[C:5]([NH:13][C:14]2[C:19]([C:20]([O:22][CH2:23][CH3:24])=[O:21])=[C:18]([CH3:25])[N:17]=[C:16]([S:26][CH3:27])[N:15]=2)[CH:6]=[C:7]([C:9]([F:12])([F:11])[F:10])[CH:8]=1.CO[CH:32](OC)[N:33]([CH3:35])[CH3:34].